From a dataset of CYP2D6 inhibition data for predicting drug metabolism from PubChem BioAssay. Regression/Classification. Given a drug SMILES string, predict its absorption, distribution, metabolism, or excretion properties. Task type varies by dataset: regression for continuous measurements (e.g., permeability, clearance, half-life) or binary classification for categorical outcomes (e.g., BBB penetration, CYP inhibition). Dataset: cyp2d6_veith. The drug is Cn1c(=O)c(-c2cc(F)cc(F)c2)nc2cnc(N3CCNCC3)nc21. The result is 0 (non-inhibitor).